Dataset: Forward reaction prediction with 1.9M reactions from USPTO patents (1976-2016). Task: Predict the product of the given reaction. (1) Given the reactants [Br:1][C:2]1[CH:7]=[C:6]([NH2:8])[C:5]([NH2:9])=[C:4]([C:10]([F:13])([F:12])[F:11])[CH:3]=1.CCN(C(C)C)C(C)C.CN(C(ON1N=NC2C=CC=CC1=2)=[N+](C)C)C.F[P-](F)(F)(F)(F)F.[C:47]([C:51]1[O:52][C:53]([CH3:59])=[C:54]([C:56](O)=[O:57])[N:55]=1)([CH3:50])([CH3:49])[CH3:48], predict the reaction product. The product is: [NH2:9][C:5]1[C:4]([C:10]([F:11])([F:12])[F:13])=[CH:3][C:2]([Br:1])=[CH:7][C:6]=1[NH:8][C:56]([C:54]1[N:55]=[C:51]([C:47]([CH3:50])([CH3:49])[CH3:48])[O:52][C:53]=1[CH3:59])=[O:57]. (2) Given the reactants [NH2:1][C:2]1[N:16]=[CH:15][C:14](Br)=[CH:13][C:3]=1[C:4]([NH:6][C:7]1[CH:12]=[CH:11][N:10]=[CH:9][CH:8]=1)=[O:5].[OH:18][C:19]1[CH:20]=[C:21](B2OC(C)(C)C(C)(C)O2)[CH:22]=[CH:23][CH:24]=1, predict the reaction product. The product is: [NH2:1][C:2]1[N:16]=[CH:15][C:14]([C:23]2[CH:22]=[CH:21][CH:20]=[C:19]([OH:18])[CH:24]=2)=[CH:13][C:3]=1[C:4]([NH:6][C:7]1[CH:12]=[CH:11][N:10]=[CH:9][CH:8]=1)=[O:5].